Dataset: Full USPTO retrosynthesis dataset with 1.9M reactions from patents (1976-2016). Task: Predict the reactants needed to synthesize the given product. Given the product [C:7]([NH:6][CH:5]([CH2:10][C:11]1[CH:12]=[CH:13][C:14]([O:17][CH2:33][CH2:34][C:35]2[CH:40]=[CH:39][C:38]([CH2:41][CH3:42])=[CH:37][N:36]=2)=[CH:15][CH:16]=1)[C:4]([O:3][CH2:1][CH3:2])=[O:18])(=[O:9])[CH3:8], predict the reactants needed to synthesize it. The reactants are: [CH2:1]([O:3][C:4](=[O:18])[C@H:5]([CH2:10][C:11]1[CH:16]=[CH:15][C:14]([OH:17])=[CH:13][CH:12]=1)[NH:6][C:7](=[O:9])[CH3:8])[CH3:2].C(O)C.C(=O)([O-])[O-].[K+].[K+].CS(O[CH2:33][CH2:34][C:35]1[CH:40]=[CH:39][C:38]([CH2:41][CH3:42])=[CH:37][N:36]=1)(=O)=O.